From a dataset of Full USPTO retrosynthesis dataset with 1.9M reactions from patents (1976-2016). Predict the reactants needed to synthesize the given product. Given the product [NH2:1][C:2]1[CH:3]=[C:4]([C@@H:9]([O:39][Si:46]([CH2:51][CH3:52])([CH2:49][CH3:50])[CH2:47][CH3:48])[CH2:10][N:11]([C:32]([O:34][C:35]([CH3:38])([CH3:37])[CH3:36])=[O:33])[CH2:12][CH2:13][O:14][C:15]2[CH:23]=[C:22]3[C:18]([C:19]([CH3:31])=[N:20][N:21]3[C:24]([O:26][C:27]([CH3:29])([CH3:30])[CH3:28])=[O:25])=[CH:17][CH:16]=2)[CH:5]=[CH:6][C:7]=1[F:8], predict the reactants needed to synthesize it. The reactants are: [NH2:1][C:2]1[CH:3]=[C:4]([C@@H:9]([OH:39])[CH2:10][N:11]([C:32]([O:34][C:35]([CH3:38])([CH3:37])[CH3:36])=[O:33])[CH2:12][CH2:13][O:14][C:15]2[CH:23]=[C:22]3[C:18]([C:19]([CH3:31])=[N:20][N:21]3[C:24]([O:26][C:27]([CH3:30])([CH3:29])[CH3:28])=[O:25])=[CH:17][CH:16]=2)[CH:5]=[CH:6][C:7]=1[F:8].N1C=CN=C1.Cl[Si:46]([CH2:51][CH3:52])([CH2:49][CH3:50])[CH2:47][CH3:48].C(=O)(O)[O-].[Na+].